Task: Predict which catalyst facilitates the given reaction.. Dataset: Catalyst prediction with 721,799 reactions and 888 catalyst types from USPTO Reactant: C([O:5][C:6](=O)[C@@H:7]([O:10][C:11]1[CH:34]=[CH:33][C:14]2[C:15]3[N:19]([CH2:20][CH2:21][O:22][C:13]=2[CH:12]=1)[CH:18]=[C:17]([C:23]1[N:24]([CH2:28][C:29]([F:32])([F:31])[F:30])[N:25]=[CH:26][N:27]=1)[N:16]=3)[CH2:8][CH3:9])(C)(C)C.C(O)(C(F)(F)F)=O.C[N:44](C(ON1N=NC2C=CC=NC1=2)=[N+](C)C)C.F[P-](F)(F)(F)(F)F.[Cl-].[NH4+].C(N(CC)CC)C. Product: [F:30][C:29]([F:32])([F:31])[CH2:28][N:24]1[C:23]([C:17]2[N:16]=[C:15]3[C:14]4[CH:33]=[CH:34][C:11]([O:10][C@@H:7]([CH2:8][CH3:9])[C:6]([NH2:44])=[O:5])=[CH:12][C:13]=4[O:22][CH2:21][CH2:20][N:19]3[CH:18]=2)=[N:27][CH:26]=[N:25]1. The catalyst class is: 2.